This data is from Peptide-MHC class II binding affinity with 134,281 pairs from IEDB. The task is: Regression. Given a peptide amino acid sequence and an MHC pseudo amino acid sequence, predict their binding affinity value. This is MHC class II binding data. (1) The peptide sequence is AFILDGDNLYPKV. The MHC is DRB1_0401 with pseudo-sequence DRB1_0401. The binding affinity (normalized) is 0.699. (2) The peptide sequence is GSLKTALTGAMRVTK. The MHC is HLA-DQA10501-DQB10302 with pseudo-sequence HLA-DQA10501-DQB10302. The binding affinity (normalized) is 0.333. (3) The peptide sequence is IRDKVQKEYALFYKLDVV. The MHC is HLA-DQA10401-DQB10402 with pseudo-sequence HLA-DQA10401-DQB10402. The binding affinity (normalized) is 0.290. (4) The peptide sequence is ENEPTAAAIAYGLDR. The MHC is HLA-DQA10401-DQB10402 with pseudo-sequence HLA-DQA10401-DQB10402. The binding affinity (normalized) is 0.585.